This data is from Reaction yield outcomes from USPTO patents with 853,638 reactions. The task is: Predict the reaction yield, written as a fraction of the theoretical maximum amount of product (1.0 means a 100% yield; for example, 0.34 means a 34% yield). (1) The reactants are [F:1][C:2]1[CH:35]=[CH:34][C:5]([C:6](/[N:8]=[C:9]2\[NH:10][C:11]3[CH:26]=[CH:25][C:24]([CH2:27][N:28]4[CH2:33][CH2:32][O:31][CH2:30][CH2:29]4)=[CH:23][C:12]=3[N:13]\2[C@@H:14]2[CH2:19][CH2:18][C@H:17]([C:20](Cl)=[O:21])[CH2:16][CH2:15]2)=[O:7])=[CH:4][CH:3]=1.[NH2:36][C:37]([CH3:41])([CH3:40])[CH2:38][OH:39]. The catalyst is C1COCC1. The product is [F:1][C:2]1[CH:35]=[CH:34][C:5]([C:6](/[N:8]=[C:9]2\[NH:10][C:11]3[CH:26]=[CH:25][C:24]([CH2:27][N:28]4[CH2:33][CH2:32][O:31][CH2:30][CH2:29]4)=[CH:23][C:12]=3[N:13]\2[C@H:14]2[CH2:19][CH2:18][C@@H:17]([C:20](=[O:21])[NH:36][C:37]([CH3:41])([CH3:40])[CH2:38][OH:39])[CH2:16][CH2:15]2)=[O:7])=[CH:4][CH:3]=1. The yield is 0.154. (2) The reactants are [Br:1][C:2]1[CH:7]=[CH:6][CH:5]=[CH:4][C:3]=1[N:8]1[C:13](=[O:14])[NH:12][CH2:11][C:10]([C:15]2[CH:20]=[CH:19][CH:18]=[CH:17][N:16]=2)=[N:9]1.[H-].[Na+].[CH3:23][O:24][C:25]1[CH:30]=[CH:29][CH:28]=[CH:27][C:26]=1B(O)O. The catalyst is C([O-])(=O)C.[Cu+2].C([O-])(=O)C. The product is [Br:1][C:2]1[CH:7]=[CH:6][CH:5]=[CH:4][C:3]=1[N:8]1[C:13](=[O:14])[N:12]([C:26]2[CH:27]=[CH:28][CH:29]=[CH:30][C:25]=2[O:24][CH3:23])[CH2:11][C:10]([C:15]2[CH:20]=[CH:19][CH:18]=[CH:17][N:16]=2)=[N:9]1. The yield is 0.600. (3) The reactants are [NH2:1][C:2]1[C:3]2[C:10]([C:11]3[CH:31]=[CH:30][C:14]([CH2:15][NH:16][C:17]4[C:24]([C:25]5[O:26][CH:27]=[CH:28][N:29]=5)=[CH:23][C:20]([C:21]#[N:22])=[CH:19][N:18]=4)=[CH:13][CH:12]=3)=[CH:9][N:8](S(C3C=CC=CC=3)(=O)=O)[C:4]=2[N:5]=[CH:6][N:7]=1.C([O-])([O-])=O.[K+].[K+]. The catalyst is CO. The product is [NH2:1][C:2]1[C:3]2[C:10]([C:11]3[CH:31]=[CH:30][C:14]([CH2:15][NH:16][C:17]4[C:24]([C:25]5[O:26][CH:27]=[CH:28][N:29]=5)=[CH:23][C:20]([C:21]#[N:22])=[CH:19][N:18]=4)=[CH:13][CH:12]=3)=[CH:9][NH:8][C:4]=2[N:5]=[CH:6][N:7]=1. The yield is 0.150. (4) The reactants are [C:1]([O:5][CH:6]([C:11]1[C:16]([CH3:17])=[CH:15][CH:14]=[C:13]([OH:18])[C:12]=1[C:19]1[CH:20]=[CH:21][C:22]2[O:27][CH2:26][CH2:25][CH2:24][C:23]=2[CH:28]=1)[C:7]([O:9][CH3:10])=[O:8])([CH3:4])([CH3:3])[CH3:2].C(N(CC)CC)C.[F:36][C:37]([F:50])([F:49])[S:38](O[S:38]([C:37]([F:50])([F:49])[F:36])(=[O:40])=[O:39])(=[O:40])=[O:39].O. The catalyst is ClCCl. The product is [C:1]([O:5][CH:6]([C:11]1[C:16]([CH3:17])=[CH:15][CH:14]=[C:13]([O:18][S:38]([C:37]([F:50])([F:49])[F:36])(=[O:40])=[O:39])[C:12]=1[C:19]1[CH:20]=[CH:21][C:22]2[O:27][CH2:26][CH2:25][CH2:24][C:23]=2[CH:28]=1)[C:7]([O:9][CH3:10])=[O:8])([CH3:4])([CH3:2])[CH3:3]. The yield is 0.990. (5) The reactants are [F:1][C:2]1[CH:3]=[CH:4][CH:5]=[C:6]([O:11][CH3:12])[C:7]=1[C:8]([OH:10])=O.S(Cl)(Cl)=O.[C:17]1(C)C=CC=CC=1.[C:24](#[N:32])[C:25]1[C:26](=[CH:28][CH:29]=[CH:30][CH:31]=1)[NH2:27]. The catalyst is N1C=CC=CC=1.CN(C=O)C. The product is [C:24]([C:25]1[CH:31]=[CH:30][C:29]([CH3:17])=[CH:28][C:26]=1[NH:27][C:8](=[O:10])[C:7]1[C:6]([O:11][CH3:12])=[CH:5][CH:4]=[CH:3][C:2]=1[F:1])#[N:32]. The yield is 0.930.